From a dataset of Reaction yield outcomes from USPTO patents with 853,638 reactions. Predict the reaction yield, written as a fraction of the theoretical maximum amount of product (1.0 means a 100% yield; for example, 0.34 means a 34% yield). (1) The reactants are Br[C:2]1[CH:3]=[C:4]([NH2:17])[CH:5]=[N:6][C:7]=1[O:8][C:9]1[CH:14]=[CH:13][C:12]([F:15])=[CH:11][C:10]=1[F:16].[CH3:18][C:19]1([CH3:35])[C:23]([CH3:25])([CH3:24])[O:22][B:21]([B:21]2[O:22][C:23]([CH3:25])([CH3:24])[C:19]([CH3:35])([CH3:18])[O:20]2)[O:20]1.CC([O-])=O.[K+].CC12CC3(C)P(C4C=CC=CC=4)C(C)(CC(C)(O3)O1)O2. The catalyst is O1CCOCC1.C1C=CC(/C=C/C(/C=C/C2C=CC=CC=2)=O)=CC=1.C1C=CC(/C=C/C(/C=C/C2C=CC=CC=2)=O)=CC=1.C1C=CC(/C=C/C(/C=C/C2C=CC=CC=2)=O)=CC=1.[Pd].[Pd]. The product is [F:16][C:10]1[CH:11]=[C:12]([F:15])[CH:13]=[CH:14][C:9]=1[O:8][C:7]1[N:6]=[CH:5][C:4]([NH2:17])=[CH:3][C:2]=1[B:21]1[O:22][C:23]([CH3:25])([CH3:24])[C:19]([CH3:35])([CH3:18])[O:20]1. The yield is 0.350. (2) The yield is 0.390. The catalyst is O1CCOCC1. The reactants are [Cl:1][C:2]1[CH:3]=[C:4]([C:8]2[C:13]3[N:14]=[C:15](N)[S:16][C:12]=3[CH:11]=[C:10]([CH2:18][C:19]3[CH:24]=[CH:23][C:22]([N+:25]([O-:27])=[O:26])=[CH:21][CH:20]=3)[CH:9]=2)[CH:5]=[CH:6][CH:7]=1.N(OC(C)(C)C)=O. The product is [Cl:1][C:2]1[CH:3]=[C:4]([C:8]2[C:13]3[N:14]=[CH:15][S:16][C:12]=3[CH:11]=[C:10]([CH2:18][C:19]3[CH:24]=[CH:23][C:22]([N+:25]([O-:27])=[O:26])=[CH:21][CH:20]=3)[CH:9]=2)[CH:5]=[CH:6][CH:7]=1. (3) The reactants are [CH:1]1[C:11]2[CH:10]([O:12][CH2:13][CH2:14][OH:15])[C:9]3[CH:16]=[CH:17][CH:18]=[CH:19][C:8]=3[CH2:7][O:6][C:5]=2[CH:4]=[CH:3][CH:2]=1.C(P(CCCC)CCCC)CCC.[CH2:33]([O:35][C:36](=[O:49])[CH:37]([O:46][CH2:47][CH3:48])[CH2:38][C:39]1[CH:44]=[CH:43][C:42](O)=[CH:41][CH:40]=1)[CH3:34].C1CCN(C(N=NC(N2CCCCC2)=O)=O)CC1. The catalyst is C1C=CC=CC=1.CCCCCCC. The product is [CH2:33]([O:35][C:36](=[O:49])[CH:37]([O:46][CH2:47][CH3:48])[CH2:38][C:39]1[CH:44]=[CH:43][C:42]([O:15][CH2:14][CH2:13][O:12][CH:10]2[C:9]3[CH:16]=[CH:17][CH:18]=[CH:19][C:8]=3[CH2:7][O:6][C:5]3[CH:4]=[CH:3][CH:2]=[CH:1][C:11]2=3)=[CH:41][CH:40]=1)[CH3:34]. The yield is 0.370. (4) The reactants are [CH2:1]([N:8]1[CH:12]=[C:11]([C:13]2[NH:21][C:20]3[C:19](=[O:22])[N:18]([CH2:23][CH2:24][CH3:25])[C:17]([N:26]4[CH2:30][CH2:29][CH2:28][CH2:27]4)=[N:16][C:15]=3[N:14]=2)[CH:10]=[N:9]1)[C:2]1[CH:7]=[CH:6][CH:5]=[CH:4][CH:3]=1.C(=O)([O-])[O-].[K+].[K+].[CH3:37][Si:38]([CH3:45])([CH3:44])[CH2:39][CH2:40][O:41][CH2:42]Cl. The catalyst is CN(C=O)C.O. The product is [CH2:1]([N:8]1[CH:12]=[C:11]([C:13]2[N:21]([CH2:42][O:41][CH2:40][CH2:39][Si:38]([CH3:45])([CH3:44])[CH3:37])[C:20]3[C:19](=[O:22])[N:18]([CH2:23][CH2:24][CH3:25])[C:17]([N:26]4[CH2:27][CH2:28][CH2:29][CH2:30]4)=[N:16][C:15]=3[N:14]=2)[CH:10]=[N:9]1)[C:2]1[CH:3]=[CH:4][CH:5]=[CH:6][CH:7]=1. The yield is 0.300. (5) The catalyst is CO. The product is [C:35]([C:32]1([C:28]2[CH:27]=[C:26]([CH:31]=[CH:30][CH:29]=2)[C:25]([NH:24][C:20]2[CH:21]=[CH:22][CH:23]=[C:18]([O:17][C:14]3[CH:15]=[CH:16][C:11]4[N:12]([CH:38]=[C:9]([NH:8][C:6](=[O:7])[CH2:5][OH:4])[N:10]=4)[N:13]=3)[CH:19]=2)=[O:37])[CH2:34][CH2:33]1)#[N:36]. The reactants are C([O:4][CH2:5][C:6]([NH:8][C:9]1[N:10]=[C:11]2[CH:16]=[CH:15][C:14]([O:17][C:18]3[CH:23]=[CH:22][CH:21]=[C:20]([NH:24][C:25](=[O:37])[C:26]4[CH:31]=[CH:30][CH:29]=[C:28]([C:32]5([C:35]#[N:36])[CH2:34][CH2:33]5)[CH:27]=4)[CH:19]=3)=[N:13][N:12]2[CH:38]=1)=[O:7])(=O)C.[OH-].[Na+]. The yield is 0.500. (6) The reactants are [CH3:1][CH:2]1[CH2:7][CH2:6][N:5]([CH2:8][CH:9]=[C:10]2[CH2:18][CH2:17][CH2:16][C:15]3[N:14]([C:19]4[CH:24]=[CH:23][CH:22]=[CH:21][CH:20]=4)[N:13]=[CH:12][C:11]2=3)[CH2:4][CH2:3]1. The catalyst is CCO.[Pd]. The yield is 0.400. The product is [CH3:1][CH:2]1[CH2:7][CH2:6][N:5]([CH2:8][CH2:9][CH:10]2[CH2:18][CH2:17][CH2:16][C:15]3[N:14]([C:19]4[CH:20]=[CH:21][CH:22]=[CH:23][CH:24]=4)[N:13]=[CH:12][C:11]2=3)[CH2:4][CH2:3]1. (7) The reactants are [NH2:1][CH:2]1[CH2:7][CH2:6][CH:5]([OH:8])[CH2:4][CH2:3]1.C(OC(N1[C:22](=[O:23])[C:21]2[C:16](=[CH:17][CH:18]=[CH:19][CH:20]=2)[C:15]1=[O:24])=O)C. The catalyst is C(Cl)Cl. The product is [OH:8][CH:5]1[CH2:6][CH2:7][CH:2]([N:1]2[C:22](=[O:23])[C:21]3[C:16](=[CH:17][CH:18]=[CH:19][CH:20]=3)[C:15]2=[O:24])[CH2:3][CH2:4]1. The yield is 0.810. (8) The reactants are C([O:5][C:6](=[O:34])[C:7]1[CH:12]=[CH:11][CH:10]=[C:9]([C:13](=[O:33])[C:14]2[C:19]([Cl:20])=[CH:18][CH:17]=[C:16]([C@H:21]([NH:24]C(OC(C)(C)C)=O)[CH2:22][CH3:23])[C:15]=2[F:32])[CH:8]=1)(C)(C)C.Cl.O1CCOCC1. The catalyst is C(Cl)Cl. The product is [NH2:24][C@@H:21]([C:16]1[C:15]([F:32])=[C:14]([C:19]([Cl:20])=[CH:18][CH:17]=1)[C:13]([C:9]1[CH:8]=[C:7]([CH:12]=[CH:11][CH:10]=1)[C:6]([OH:34])=[O:5])=[O:33])[CH2:22][CH3:23]. The yield is 0.920. (9) The reactants are [CH3:1][C:2]1[CH:7]=[C:6]([N+]([O-])=O)[CH:5]=[CH:4][N+:3]=1[O-:11].[ClH:12]. No catalyst specified. The product is [Cl:12][C:6]1[CH:5]=[CH:4][N+:3]([O-:11])=[C:2]([CH3:1])[CH:7]=1. The yield is 0.750. (10) The reactants are [F:1][C:2]([F:28])([F:27])[C:3]1[CH:8]=[CH:7][C:6]([C:9]2[C:10]([C:15]([NH:17][C:18]3[CH:19]=[C:20]([C:24]([OH:26])=O)[N:21]([CH3:23])[CH:22]=3)=[O:16])=[CH:11][CH:12]=[CH:13][CH:14]=2)=[CH:5][CH:4]=1.[Cl:29][C:30]1[CH:35]=[CH:34][C:33]([C@@H:36]([NH2:38])[CH3:37])=[CH:32][CH:31]=1.CN(C(ON1N=NC2C=CC=CC1=2)=[N+](C)C)C.[B-](F)(F)(F)F.ClCl. The catalyst is O1CCCC1.ClCCl.C(O)C.C(N(CC)CC)C. The product is [Cl:29][C:30]1[CH:35]=[CH:34][C:33]([C@H:36]([NH:38][C:24]([C:20]2[N:21]([CH3:23])[CH:22]=[C:18]([NH:17][C:15]([C:10]3[C:9]([C:6]4[CH:7]=[CH:8][C:3]([C:2]([F:1])([F:27])[F:28])=[CH:4][CH:5]=4)=[CH:14][CH:13]=[CH:12][CH:11]=3)=[O:16])[CH:19]=2)=[O:26])[CH3:37])=[CH:32][CH:31]=1. The yield is 0.560.